This data is from Full USPTO retrosynthesis dataset with 1.9M reactions from patents (1976-2016). The task is: Predict the reactants needed to synthesize the given product. (1) Given the product [CH3:25][O:26][C:27](=[O:40])[C:28]1[CH:36]=[C:35]([O:37][CH2:38][CH3:39])[CH:7]=[C:6]([NH:3][C:4]([O:48][CH2:41][C:42]2[CH:47]=[CH:46][CH:45]=[CH:44][CH:43]=2)=[O:15])[CH:29]=1, predict the reactants needed to synthesize it. The reactants are: CC[N:3]([CH2:6][CH3:7])[CH2:4]C.C1(P(N=[N+]=[N-])(C2C=CC=CC=2)=[O:15])C=CC=CC=1.[CH3:25][O:26][C:27](=[O:40])[C:28]1[CH:36]=[C:35]([O:37][CH2:38][CH3:39])C=C(C(O)=O)[CH:29]=1.[CH2:41]([OH:48])[C:42]1[CH:47]=[CH:46][CH:45]=[CH:44][CH:43]=1. (2) Given the product [Cl:24][C:25]1[CH:26]=[N+:27]([O-:50])[CH:28]=[C:29]([Cl:49])[C:30]=1[CH2:31][C@@H:32]([C:34]1[CH:39]=[CH:38][C:37]([O:40][CH:41]([F:43])[F:42])=[C:36]([O:44][CH2:45][CH:46]2[CH2:48][CH2:47]2)[CH:35]=1)[O:18][C:17](=[O:19])[CH2:16][N:9]1[CH2:8][CH2:7][C:6]2[C:11](=[CH:12][C:13]([O:14][CH3:15])=[C:4]([O:3][CH3:2])[CH:5]=2)[CH2:10]1, predict the reactants needed to synthesize it. The reactants are: Cl.[CH3:2][O:3][C:4]1[CH:5]=[C:6]2[C:11](=[CH:12][C:13]=1[O:14][CH3:15])[CH2:10][N:9]([CH2:16][C:17]([OH:19])=[O:18])[CH2:8][CH2:7]2.C(Cl)CCl.[Cl:24][C:25]1[CH:26]=[N+:27]([O-:50])[CH:28]=[C:29]([Cl:49])[C:30]=1[CH2:31][C@@H:32]([C:34]1[CH:39]=[CH:38][C:37]([O:40][CH:41]([F:43])[F:42])=[C:36]([O:44][CH2:45][CH:46]2[CH2:48][CH2:47]2)[CH:35]=1)O. (3) Given the product [CH3:2][O:3][C:4](=[O:18])/[CH:5]=[CH:6]/[C:7]1[CH:12]=[CH:11][C:10]([C@@H:13]2[CH2:17][CH2:16][CH2:15][N:14]2[C:59](=[O:60])[CH2:58][C:57]2[C:56]3[C:51](=[CH:52][CH:53]=[CH:54][CH:55]=3)[NH:50][C:49]=2[CH3:48])=[CH:9][CH:8]=1, predict the reactants needed to synthesize it. The reactants are: Cl.[CH3:2][O:3][C:4](=[O:18])/[CH:5]=[CH:6]/[C:7]1[CH:12]=[CH:11][C:10]([C@@H:13]2[CH2:17][CH2:16][CH2:15][NH:14]2)=[CH:9][CH:8]=1.C(N(CC)CC)C.Cl.C(N=C=NCCCN(C)C)C.ON1C2C=CC=CC=2N=N1.[CH3:48][C:49]1[NH:50][C:51]2[C:56]([C:57]=1[CH2:58][C:59](O)=[O:60])=[CH:55][CH:54]=[CH:53][CH:52]=2. (4) Given the product [CH2:17]([CH:24]1[CH2:29][CH2:28][N:27]([C:13](=[O:15])[C:12]([NH:11][C:9]2[CH:8]=[CH:7][C:5]3[N:6]=[C:2]([SH:1])[NH:3][C:4]=3[CH:10]=2)=[O:16])[CH2:26][CH2:25]1)[C:18]1[CH:23]=[CH:22][CH:21]=[CH:20][CH:19]=1, predict the reactants needed to synthesize it. The reactants are: [SH:1][C:2]1[NH:3][C:4]2[CH:10]=[C:9]([NH:11][C:12](=[O:16])[C:13]([OH:15])=O)[CH:8]=[CH:7][C:5]=2[N:6]=1.[CH2:17]([CH:24]1[CH2:29][CH2:28][NH:27][CH2:26][CH2:25]1)[C:18]1[CH:23]=[CH:22][CH:21]=[CH:20][CH:19]=1. (5) The reactants are: C([O:4][CH:5]1[CH2:10][CH2:9][CH:8]([C:11]([F:27])([F:26])[CH2:12][CH:13]2[C:21]3[C:16](=[CH:17][CH:18]=[CH:19][C:20]=3[F:22])[C:15]3=[CH:23][N:24]=[CH:25][N:14]23)[CH2:7][CH2:6]1)(=O)C.C(=O)([O-])[O-].[K+].[K+].[NH4+].[Cl-].CC#N. Given the product [F:26][C:11]([CH:8]1[CH2:9][CH2:10][CH:5]([OH:4])[CH2:6][CH2:7]1)([F:27])[CH2:12][CH:13]1[C:21]2[C:16](=[CH:17][CH:18]=[CH:19][C:20]=2[F:22])[C:15]2=[CH:23][N:24]=[CH:25][N:14]12, predict the reactants needed to synthesize it. (6) Given the product [NH2:52][CH2:55][C:20]1[CH:19]=[CH:18][C:17]([C:36]([NH:41][NH:42][C:6](=[O:8])[C@H:2]([NH:1][C:9]([O:11][C:12]([CH3:15])([CH3:14])[CH3:13])=[O:10])[CH:3]([CH3:4])[CH3:5])=[O:58])=[CH:16][CH:21]=1, predict the reactants needed to synthesize it. The reactants are: [NH:1]([C:9]([O:11][C:12]([CH3:15])([CH3:14])[CH3:13])=[O:10])[C@@H:2]([C:6]([OH:8])=O)[CH:3]([CH3:5])[CH3:4].[CH:16]1[CH:17]=[CH:18][C:19]2N(O)N=N[C:20]=2[CH:21]=1.CN(C(ON1[N:42]=[N:41][C:36]2C=CC=CC1=2)=[N+](C)C)C.F[P-](F)(F)(F)(F)F.CC[N:52]([CH2:55]C)CC.C(O)(C(F)(F)F)=[O:58].